Dataset: Full USPTO retrosynthesis dataset with 1.9M reactions from patents (1976-2016). Task: Predict the reactants needed to synthesize the given product. (1) Given the product [CH3:1][O:2][C:3]([CH:4]1[C:9]2[C:10](=[CH:11][CH:12]=[C:13]([O:15][CH3:16])[CH:14]=2)[NH:17][C:5]1=[O:6])=[O:20], predict the reactants needed to synthesize it. The reactants are: [CH3:1][O:2][C:3](=[O:20])[CH:4]([C:9]1[CH:14]=[C:13]([O:15][CH3:16])[CH:12]=[CH:11][C:10]=1[N+:17]([O-])=O)[C:5](OC)=[O:6]. (2) The reactants are: F[C:11]1[CH:16]=[CH:15][C:14](S([C:11]2[CH:16]=[CH:15][C:14](F)=[CH:13][CH:12]=2)(=O)=O)=[CH:13][CH:12]=1.OC1C=CC(S(C2C=C[C:31]([OH:34])=CC=2)(=O)=O)=CC=1.[C:35]1([OH:48])C=CC(C2C=CC(O)=CC=2)=CC=1.[C:49](=[O:52])([O-])[O-:50].[K+].[K+].[C:55]1(C)C=CC=CC=1. Given the product [CH3:55][O:50][C:49]([CH:11]1[CH:12]([C:35]([O:34][CH3:31])=[O:48])[CH2:13][CH:14]=[CH:15][CH2:16]1)=[O:52], predict the reactants needed to synthesize it. (3) Given the product [Br:18][C:19]1[CH:20]=[CH:21][C:22]([N:25]2[CH:29]=[CH:28][C:27]([O:30][CH2:2][C:3]3[C:8]([O:9][CH3:10])=[CH:7][CH:6]=[CH:5][C:4]=3[N:11]3[C:15](=[O:16])[N:14]([CH3:17])[N:13]=[N:12]3)=[N:26]2)=[CH:23][CH:24]=1, predict the reactants needed to synthesize it. The reactants are: Br[CH2:2][C:3]1[C:8]([O:9][CH3:10])=[CH:7][CH:6]=[CH:5][C:4]=1[N:11]1[C:15](=[O:16])[N:14]([CH3:17])[N:13]=[N:12]1.[Br:18][C:19]1[CH:24]=[CH:23][C:22]([N:25]2[CH:29]=[CH:28][C:27]([OH:30])=[N:26]2)=[CH:21][CH:20]=1.C(=O)([O-])[O-].[K+].[K+].C(#N)C. (4) Given the product [CH3:1][O:2][C:3]([C:5]1[C:6]([OH:25])=[C:7]2[C:12](=[CH:13][N:14]=1)[N:11]([CH2:15][CH2:16][C:17]1[CH:22]=[CH:21][CH:20]=[CH:19][CH:18]=1)[C:10](=[O:23])[C:9]([C:26]1[CH:31]=[CH:30][CH:29]=[CH:28][CH:27]=1)=[CH:8]2)=[O:4], predict the reactants needed to synthesize it. The reactants are: [CH3:1][O:2][C:3]([C:5]1[C:6]([OH:25])=[C:7]2[C:12](=[CH:13][N:14]=1)[N:11]([CH2:15][CH2:16][C:17]1[CH:22]=[CH:21][CH:20]=[CH:19][CH:18]=1)[C:10](=[O:23])[C:9](Br)=[CH:8]2)=[O:4].[C:26]1([Sn](CCCC)(CCCC)CCCC)[CH:31]=[CH:30][CH:29]=[CH:28][CH:27]=1.CCOC(C)=O. (5) Given the product [C:1]([O:5][C:6]([N:8]([CH:26]1[CH2:28][CH2:27]1)[CH:9]([C:11]1[CH:12]=[C:13]([CH2:18][CH2:19][CH2:20][NH:21][C:22](=[O:25])[O:23][CH3:24])[C:14]([CH:29]=[CH2:30])=[N:15][CH:16]=1)[CH3:10])=[O:7])([CH3:4])([CH3:3])[CH3:2], predict the reactants needed to synthesize it. The reactants are: [C:1]([O:5][C:6]([N:8]([CH:26]1[CH2:28][CH2:27]1)[CH:9]([C:11]1[CH:12]=[C:13]([CH2:18][CH2:19][CH2:20][NH:21][C:22](=[O:25])[O:23][CH3:24])[C:14](Cl)=[N:15][CH:16]=1)[CH3:10])=[O:7])([CH3:4])([CH3:3])[CH3:2].[CH:29](B1OC(C)(C)C(C)(C)O1)=[CH2:30].C(=O)([O-])[O-].[Na+].[Na+]. (6) Given the product [CH:6]1[CH:5]=[CH:4][C:3]([C@H:2]2[O:18][C@@H:16]2[C:11]2[CH:12]=[CH:13][CH:14]=[CH:9][CH:10]=2)=[CH:8][CH:7]=1, predict the reactants needed to synthesize it. The reactants are: C=[CH:2][C:3]1[CH:8]=[CH:7][CH:6]=[CH:5][CH:4]=1.[CH:9]1[CH:14]=[C:13](Cl)[CH:12]=[C:11]([C:16]([O:18]O)=O)[CH:10]=1.